Dataset: Peptide-MHC class II binding affinity with 134,281 pairs from IEDB. Task: Regression. Given a peptide amino acid sequence and an MHC pseudo amino acid sequence, predict their binding affinity value. This is MHC class II binding data. (1) The peptide sequence is AMYMALIAAFSIRPGK. The MHC is DRB1_0901 with pseudo-sequence DRB1_0901. The binding affinity (normalized) is 0.706. (2) The peptide sequence is IDGGNMLETIKIEES. The MHC is DRB1_0101 with pseudo-sequence DRB1_0101. The binding affinity (normalized) is 0.308. (3) The peptide sequence is SCRDQSEAQLALTII. The MHC is DRB1_0301 with pseudo-sequence DRB1_0301. The binding affinity (normalized) is 0.436. (4) The peptide sequence is SQKGAPTVTEFRRTA. The MHC is DRB1_0101 with pseudo-sequence DRB1_0101. The binding affinity (normalized) is 0.398. (5) The peptide sequence is EKKYSAATQFEPLAA. The MHC is HLA-DQA10501-DQB10301 with pseudo-sequence HLA-DQA10501-DQB10301. The binding affinity (normalized) is 0.255.